Dataset: NCI-60 drug combinations with 297,098 pairs across 59 cell lines. Task: Regression. Given two drug SMILES strings and cell line genomic features, predict the synergy score measuring deviation from expected non-interaction effect. (1) Drug 1: CN(CC1=CN=C2C(=N1)C(=NC(=N2)N)N)C3=CC=C(C=C3)C(=O)NC(CCC(=O)O)C(=O)O. Drug 2: CC(C)NC(=O)C1=CC=C(C=C1)CNNC.Cl. Cell line: SR. Synergy scores: CSS=45.0, Synergy_ZIP=1.89, Synergy_Bliss=0.728, Synergy_Loewe=-7.32, Synergy_HSA=-1.03. (2) Drug 1: CS(=O)(=O)CCNCC1=CC=C(O1)C2=CC3=C(C=C2)N=CN=C3NC4=CC(=C(C=C4)OCC5=CC(=CC=C5)F)Cl. Drug 2: C1CN1C2=NC(=NC(=N2)N3CC3)N4CC4. Cell line: MCF7. Synergy scores: CSS=16.0, Synergy_ZIP=1.92, Synergy_Bliss=2.08, Synergy_Loewe=-7.10, Synergy_HSA=0.343. (3) Drug 1: COC1=CC(=CC(=C1O)OC)C2C3C(COC3=O)C(C4=CC5=C(C=C24)OCO5)OC6C(C(C7C(O6)COC(O7)C8=CC=CS8)O)O. Drug 2: CC1=C(C=C(C=C1)C(=O)NC2=CC(=CC(=C2)C(F)(F)F)N3C=C(N=C3)C)NC4=NC=CC(=N4)C5=CN=CC=C5. Cell line: NCI-H522. Synergy scores: CSS=29.3, Synergy_ZIP=-0.735, Synergy_Bliss=2.30, Synergy_Loewe=-9.65, Synergy_HSA=-0.214. (4) Drug 1: CN(C)N=NC1=C(NC=N1)C(=O)N. Drug 2: C1C(C(OC1N2C=NC3=C(N=C(N=C32)Cl)N)CO)O. Cell line: TK-10. Synergy scores: CSS=-6.04, Synergy_ZIP=0.404, Synergy_Bliss=-4.48, Synergy_Loewe=-7.49, Synergy_HSA=-6.76. (5) Drug 1: CC1CCC2CC(C(=CC=CC=CC(CC(C(=O)C(C(C(=CC(C(=O)CC(OC(=O)C3CCCCN3C(=O)C(=O)C1(O2)O)C(C)CC4CCC(C(C4)OC)OCCO)C)C)O)OC)C)C)C)OC. Drug 2: C1C(C(OC1N2C=NC3=C2NC=NCC3O)CO)O. Cell line: NCI-H226. Synergy scores: CSS=2.36, Synergy_ZIP=-4.13, Synergy_Bliss=-3.91, Synergy_Loewe=-8.48, Synergy_HSA=-4.54. (6) Drug 1: C1CCC(C(C1)N)N.C(=O)(C(=O)[O-])[O-].[Pt+4]. Drug 2: CC12CCC3C(C1CCC2OP(=O)(O)O)CCC4=C3C=CC(=C4)OC(=O)N(CCCl)CCCl.[Na+]. Cell line: SK-MEL-28. Synergy scores: CSS=22.3, Synergy_ZIP=-5.72, Synergy_Bliss=4.19, Synergy_Loewe=0.293, Synergy_HSA=3.59.